Task: Predict which catalyst facilitates the given reaction.. Dataset: Catalyst prediction with 721,799 reactions and 888 catalyst types from USPTO (1) Reactant: C(OC([N:8]1[CH2:36][CH2:35][C:12]2=[C:13]([N:20]3[CH2:23][CH:22]([C:24]([N:26]4[CH2:32][CH2:31][CH2:30][C:29]([F:34])([F:33])[CH2:28][CH2:27]4)=[O:25])[CH2:21]3)[N:14]3[C:18]([N:19]=[C:11]2[CH2:10][CH2:9]1)=[CH:17][CH:16]=[N:15]3)=O)(C)(C)C.C(O)(C(F)(F)F)=O. Product: [F:34][C:29]1([F:33])[CH2:30][CH2:31][CH2:32][N:26]([C:24]([CH:22]2[CH2:23][N:20]([C:13]3[N:14]4[C:18]([N:19]=[C:11]5[CH2:10][CH2:9][NH:8][CH2:36][CH2:35][C:12]=35)=[CH:17][CH:16]=[N:15]4)[CH2:21]2)=[O:25])[CH2:27][CH2:28]1. The catalyst class is: 2. (2) Reactant: [NH2:1][C:2]1[N:7]=[CH:6][C:5]([C:8]#[C:9][C:10]2[C:11]([CH2:26][CH3:27])=[N:12][CH:13]=[CH:14][C:15]=2[C:16]2[CH:24]=[CH:23][C:19]([C:20](O)=[O:21])=[C:18]([F:25])[CH:17]=2)=[CH:4][CH:3]=1.CN([C:31]([O:35]N1N=NC2C=CC=NC1=2)=[N+](C)C)C.F[P-](F)(F)(F)(F)F.[CH3:52][CH2:53][N:54]([CH:58](C)C)C(C)C.O.C(#N)C. Product: [NH2:1][C:2]1[N:7]=[CH:6][C:5]([C:8]#[C:9][C:10]2[C:11]([CH2:26][CH3:27])=[N:12][CH:13]=[CH:14][C:15]=2[C:16]2[CH:24]=[CH:23][C:19]([C:20]([N:54]([CH2:53][CH2:52][O:35][CH3:31])[CH3:58])=[O:21])=[C:18]([F:25])[CH:17]=2)=[CH:4][CH:3]=1. The catalyst class is: 3. (3) Reactant: [CH2:1]([O:3][C:4]([C:6]1[C:15]2[C:10](=[CH:11][C:12]([O:18][CH3:19])=[C:13]([O:16][CH3:17])[CH:14]=2)[C:9]([CH2:20][C:21]2[CH:26]=[CH:25][CH:24]=[C:23]([O:27][CH3:28])[CH:22]=2)=[N:8][CH:7]=1)=[O:5])[CH3:2].C[O:30]C1C=C2C(=CC=1OC)C(C(=O)C1C=CC=C(OC)C=1)=NC=C2CC(O)=O.[Se](=O)=O. Product: [CH2:1]([O:3][C:4]([C:6]1[C:15]2[C:10](=[CH:11][C:12]([O:18][CH3:19])=[C:13]([O:16][CH3:17])[CH:14]=2)[C:9]([C:20](=[O:30])[C:21]2[CH:26]=[CH:25][CH:24]=[C:23]([O:27][CH3:28])[CH:22]=2)=[N:8][CH:7]=1)=[O:5])[CH3:2]. The catalyst class is: 15. (4) Reactant: Cl[C:2]1[CH:7]=[CH:6][N:5]2[N:8]=[CH:9][C:10]([CH:11]=[O:12])=[C:4]2[N:3]=1.[C:13]([C:16]1[S:20][C:19](B(O)O)=[CH:18][CH:17]=1)([OH:15])=[O:14].C(N(CC)CC)C. Product: [CH:11]([C:10]1[CH:9]=[N:8][N:5]2[CH:6]=[CH:7][C:2]([C:19]3[S:20][C:16]([C:13]([OH:15])=[O:14])=[CH:17][CH:18]=3)=[N:3][C:4]=12)=[O:12]. The catalyst class is: 3. (5) Product: [CH3:30][N:29]([CH3:31])[C:27]([C:24]1[N:25]=[CH:26][C:21]([O:1][C:2]2[CH:3]=[C:4]([CH:9]=[C:10]([O:12][C@H:13]3[CH2:17][CH2:16][N:15]([CH3:18])[C:14]3=[O:19])[CH:11]=2)[C:5]([O:7][CH3:8])=[O:6])=[N:22][CH:23]=1)=[O:28]. Reactant: [OH:1][C:2]1[CH:3]=[C:4]([CH:9]=[C:10]([O:12][C@H:13]2[CH2:17][CH2:16][N:15]([CH3:18])[C:14]2=[O:19])[CH:11]=1)[C:5]([O:7][CH3:8])=[O:6].Cl[C:21]1[N:22]=[CH:23][C:24]([C:27]([N:29]([CH3:31])[CH3:30])=[O:28])=[N:25][CH:26]=1.C(=O)([O-])[O-].[K+].[K+]. The catalyst class is: 10.